From a dataset of PAMPA (Parallel Artificial Membrane Permeability Assay) permeability data from NCATS. Regression/Classification. Given a drug SMILES string, predict its absorption, distribution, metabolism, or excretion properties. Task type varies by dataset: regression for continuous measurements (e.g., permeability, clearance, half-life) or binary classification for categorical outcomes (e.g., BBB penetration, CYP inhibition). Dataset: pampa_ncats. (1) The compound is CCN1C=C(C(=O)C2=CN=C(N=C21)N3CCN(CC3)C(=S)NC4=CC=CC=C4)C(=O)O. The result is 1 (high permeability). (2) The compound is CC1=C(SC2=C1C(=N[C@H](C3=NN=C(N32)C)CC(=O)NC4=CC=C(C=C4)OCCOCCOCCOCCNC5=CC=CC6=C5C(=O)N(C6=O)C7CCC(=O)NC7=O)C8=CC=C(C=C8)Cl)C. The result is 0 (low-to-moderate permeability). (3) The molecule is C1C(CO1)NC2=C(N=C(O2)C3=CC=CC4=CC=CC=C43)C#N. The result is 1 (high permeability).